This data is from Peptide-MHC class I binding affinity with 185,985 pairs from IEDB/IMGT. The task is: Regression. Given a peptide amino acid sequence and an MHC pseudo amino acid sequence, predict their binding affinity value. This is MHC class I binding data. (1) The peptide sequence is IMPKAGLLI. The MHC is HLA-A24:02 with pseudo-sequence HLA-A24:02. The binding affinity (normalized) is 0.756. (2) The peptide sequence is NMVSDTIMKR. The MHC is HLA-A33:01 with pseudo-sequence HLA-A33:01. The binding affinity (normalized) is 0.379. (3) The peptide sequence is ILRKIFYSV. The MHC is HLA-B08:01 with pseudo-sequence HLA-B08:01. The binding affinity (normalized) is 1.00. (4) The MHC is HLA-A69:01 with pseudo-sequence HLA-A69:01. The peptide sequence is FRLMRTNFL. The binding affinity (normalized) is 0.0847. (5) The peptide sequence is AVDWYQQRI. The MHC is HLA-B57:01 with pseudo-sequence HLA-B57:01. The binding affinity (normalized) is 0.0847. (6) The peptide sequence is IIMFDAEKL. The MHC is HLA-B27:05 with pseudo-sequence HLA-B27:05. The binding affinity (normalized) is 0.0847. (7) The peptide sequence is QLFEDNYALA. The MHC is HLA-A02:01 with pseudo-sequence HLA-A02:01. The binding affinity (normalized) is 0.457. (8) The peptide sequence is RETVLEYLV. The MHC is HLA-B45:01 with pseudo-sequence HLA-B45:01. The binding affinity (normalized) is 0.508. (9) The peptide sequence is RQYMFYKIF. The MHC is HLA-B15:03 with pseudo-sequence HLA-B15:03. The binding affinity (normalized) is 1.00.